From a dataset of Forward reaction prediction with 1.9M reactions from USPTO patents (1976-2016). Predict the product of the given reaction. Given the reactants Br[C:2]1[CH:10]=[CH:9][C:8]([C:11]#[N:12])=[C:7]2[C:3]=1[CH:4]=[CH:5][N:6]2[S:13]([C:16]1[CH:21]=[CH:20][C:19]([CH3:22])=[CH:18][CH:17]=1)(=[O:15])=[O:14].Br[Zn][CH2:25][CH2:26][C:27]([O:29][CH2:30][CH3:31])=[O:28].[OH-].[Na+], predict the reaction product. The product is: [C:11]([C:8]1[CH:9]=[CH:10][C:2]([CH2:25][CH2:26][C:27]([O:29][CH2:30][CH3:31])=[O:28])=[C:3]2[C:7]=1[N:6]([S:13]([C:16]1[CH:17]=[CH:18][C:19]([CH3:22])=[CH:20][CH:21]=1)(=[O:14])=[O:15])[CH:5]=[CH:4]2)#[N:12].